Dataset: Forward reaction prediction with 1.9M reactions from USPTO patents (1976-2016). Task: Predict the product of the given reaction. (1) Given the reactants Br[C:2]1[CH:11]=[CH:10][C:5]([C:6]([O:8][CH3:9])=[O:7])=[CH:4][C:3]=1[CH3:12].C([O-])([O-])=O.[Cs+].[Cs+].[NH:19]1[CH2:24][CH2:23][O:22][CH2:21][CH2:20]1, predict the reaction product. The product is: [CH3:12][C:3]1[CH:4]=[C:5]([CH:10]=[CH:11][C:2]=1[N:19]1[CH2:24][CH2:23][O:22][CH2:21][CH2:20]1)[C:6]([O:8][CH3:9])=[O:7]. (2) The product is: [Br:1][C:2]1[CH:3]=[C:4]([NH:12][C@H:13]2[CH2:17][CH2:16][O:15][CH2:14]2)[C:5]([C:6]#[N:7])=[C:8]([F:10])[CH:9]=1. Given the reactants [Br:1][C:2]1[CH:9]=[C:8]([F:10])[C:5]([C:6]#[N:7])=[C:4](F)[CH:3]=1.[NH2:12][C@H:13]1[CH2:17][CH2:16][O:15][CH2:14]1.O, predict the reaction product. (3) Given the reactants [CH:1]1([C:4]2[CH:9]=[CH:8][N:7]=[C:6]([NH:10][C:11]3[N:16]=[C:15]([C:17]4[S:21][C:20]([C:22]([C@H:26]5[CH2:31][CH2:30][C@H:29]([C:32](O)=[O:33])[CH2:28][CH2:27]5)([OH:25])[CH2:23][CH3:24])=[N:19][CH:18]=4)[CH:14]=[C:13]([CH3:35])[CH:12]=3)[CH:5]=2)[CH2:3][CH2:2]1.C[N:37](C(ON1N=NC2C=CC=NC1=2)=[N+](C)C)C.F[P-](F)(F)(F)(F)F.[Cl-].[NH4+].C(N(CC)C(C)C)(C)C, predict the reaction product. The product is: [CH:1]1([C:4]2[CH:9]=[CH:8][N:7]=[C:6]([NH:10][C:11]3[N:16]=[C:15]([C:17]4[S:21][C:20]([C:22]([C@H:26]5[CH2:27][CH2:28][C@H:29]([C:32]([NH2:37])=[O:33])[CH2:30][CH2:31]5)([OH:25])[CH2:23][CH3:24])=[N:19][CH:18]=4)[CH:14]=[C:13]([CH3:35])[CH:12]=3)[CH:5]=2)[CH2:3][CH2:2]1. (4) Given the reactants [OH:1][C@@H:2]([C@H:4]1[C:7](=[O:8])[N:6]([C:9](=[P:23]([C:36]2[CH:41]=[CH:40][CH:39]=[CH:38][CH:37]=2)([C:30]2[CH:35]=[CH:34][CH:33]=[CH:32][CH:31]=2)[C:24]2[CH:29]=[CH:28][CH:27]=[CH:26][CH:25]=2)[C:10]([O:12][CH2:13][C:14]2[CH:19]=[CH:18][C:17]([N+:20]([O-:22])=[O:21])=[CH:16][CH:15]=2)=[O:11])[C@@H:5]1[CH2:42][C:43]([C:45]1[CH:50]=[CH:49][C:48]([C:51]([NH:53][CH3:54])=[O:52])=[CH:47][CH:46]=1)=[O:44])[CH3:3].C/C(/O[Si:58]([CH3:61])([CH3:60])[CH3:59])=N\[Si:58]([CH3:61])([CH3:60])[CH3:59].C(C1C(O)=C(C(C)(C)C)C=C(C)C=1)(C)(C)C, predict the reaction product. The product is: [CH3:54][NH:53][C:51]([C:48]1[CH:49]=[CH:50][C:45]([C:43](=[O:44])[CH2:42][C@@H:5]2[C@@H:4]([C@H:2]([O:1][Si:58]([CH3:61])([CH3:60])[CH3:59])[CH3:3])[C:7](=[O:8])[N:6]2[C:9](=[P:23]([C:36]2[CH:37]=[CH:38][CH:39]=[CH:40][CH:41]=2)([C:24]2[CH:29]=[CH:28][CH:27]=[CH:26][CH:25]=2)[C:30]2[CH:35]=[CH:34][CH:33]=[CH:32][CH:31]=2)[C:10]([O:12][CH2:13][C:14]2[CH:15]=[CH:16][C:17]([N+:20]([O-:22])=[O:21])=[CH:18][CH:19]=2)=[O:11])=[CH:46][CH:47]=1)=[O:52].